This data is from NCI-60 drug combinations with 297,098 pairs across 59 cell lines. The task is: Regression. Given two drug SMILES strings and cell line genomic features, predict the synergy score measuring deviation from expected non-interaction effect. (1) Drug 1: C1CCC(CC1)NC(=O)N(CCCl)N=O. Drug 2: COC1=C2C(=CC3=C1OC=C3)C=CC(=O)O2. Cell line: SNB-75. Synergy scores: CSS=15.9, Synergy_ZIP=-1.46, Synergy_Bliss=2.01, Synergy_Loewe=2.09, Synergy_HSA=1.88. (2) Drug 1: CN(C)N=NC1=C(NC=N1)C(=O)N. Drug 2: C1=C(C(=O)NC(=O)N1)N(CCCl)CCCl. Synergy scores: CSS=22.7, Synergy_ZIP=2.42, Synergy_Bliss=1.14, Synergy_Loewe=-21.7, Synergy_HSA=-3.19. Cell line: SW-620. (3) Drug 1: CCC1=CC2CC(C3=C(CN(C2)C1)C4=CC=CC=C4N3)(C5=C(C=C6C(=C5)C78CCN9C7C(C=CC9)(C(C(C8N6C)(C(=O)OC)O)OC(=O)C)CC)OC)C(=O)OC.C(C(C(=O)O)O)(C(=O)O)O. Drug 2: CC1=C(C=C(C=C1)C(=O)NC2=CC(=CC(=C2)C(F)(F)F)N3C=C(N=C3)C)NC4=NC=CC(=N4)C5=CN=CC=C5. Cell line: MDA-MB-435. Synergy scores: CSS=69.7, Synergy_ZIP=8.81, Synergy_Bliss=8.29, Synergy_Loewe=-14.2, Synergy_HSA=6.77.